This data is from Catalyst prediction with 721,799 reactions and 888 catalyst types from USPTO. The task is: Predict which catalyst facilitates the given reaction. Reactant: [F:1][C:2]1[CH:9]=[CH:8][C:5]([C:6]#[N:7])=[CH:4][CH:3]=1.Cl.[NH2:11][OH:12].C(=O)([O-])[O-].[K+].[K+]. Product: [F:1][C:2]1[CH:9]=[CH:8][C:5]([C:6](=[N:11][OH:12])[NH2:7])=[CH:4][CH:3]=1. The catalyst class is: 8.